From a dataset of Full USPTO retrosynthesis dataset with 1.9M reactions from patents (1976-2016). Predict the reactants needed to synthesize the given product. (1) Given the product [Br:15][C:16]1[CH:17]=[CH:18][C:19]([N:22]2[CH2:23][CH2:24][N:25]([CH3:26])[CH2:12][C:11]2=[O:13])=[CH:20][CH:21]=1, predict the reactants needed to synthesize it. The reactants are: C(O[BH-](O[C:11](=[O:13])[CH3:12])OC(=O)C)(=O)C.[Na+].[Br:15][C:16]1[CH:21]=[CH:20][C:19]([N:22]2C[CH2:26][NH:25][CH2:24][C:23]2=O)=[CH:18][CH:17]=1.C=O.O. (2) Given the product [CH2:1]([N:15]1[CH2:20][CH2:19][CH2:18][CH2:17][C@@H:16]1[CH2:21][OH:22])[C:2]1[CH:7]=[CH:6][CH:5]=[CH:4][CH:3]=1, predict the reactants needed to synthesize it. The reactants are: [CH2:1](Br)[C:2]1[CH:7]=[CH:6][CH:5]=[CH:4][CH:3]=1.C(=O)([O-])[O-].[K+].[K+].[NH:15]1[CH2:20][CH2:19][CH2:18][CH2:17][C@@H:16]1[CH2:21][OH:22]. (3) Given the product [OH:14][CH2:13][CH2:12][NH:11][S:8]([C:4]1[CH:5]=[CH:6][CH:7]=[C:2]([NH:1][C:17]2[C:16]([Cl:15])=[CH:21][C:20]([Cl:22])=[CH:19][C:18]=2[Cl:23])[CH:3]=1)(=[O:10])=[O:9], predict the reactants needed to synthesize it. The reactants are: [NH2:1][C:2]1[CH:3]=[C:4]([S:8]([NH:11][CH2:12][CH2:13][OH:14])(=[O:10])=[O:9])[CH:5]=[CH:6][CH:7]=1.[Cl:15][C:16]1[CH:21]=[C:20]([Cl:22])[CH:19]=[C:18]([Cl:23])[C:17]=1Br.C([O-])([O-])=O.[K+].[K+].CC1(C)C2C(=C(P(C3C=CC=CC=3)C3C=CC=CC=3)C=CC=2)OC2C(P(C3C=CC=CC=3)C3C=CC=CC=3)=CC=CC1=2. (4) Given the product [CH2:24]([N:10]1[C:9]2[CH:8]=[C:7]([C:1]3[CH:2]=[CH:3][CH:4]=[CH:5][CH:6]=3)[S:15][C:14]=2[C:13](=[O:16])[O:12][C:11]1=[O:17])[C:25]1[CH:30]=[CH:29][CH:28]=[CH:27][CH:26]=1, predict the reactants needed to synthesize it. The reactants are: [C:1]1([C:7]2[S:15][C:14]3[C:13](=[O:16])[O:12][C:11](=[O:17])[NH:10][C:9]=3[CH:8]=2)[CH:6]=[CH:5][CH:4]=[CH:3][CH:2]=1.C(=O)([O-])[O-].[Na+].[Na+].[CH2:24](Br)[C:25]1[CH:30]=[CH:29][CH:28]=[CH:27][CH:26]=1. (5) Given the product [CH2:1]([NH:8][C:9]1[N:14]2[N:15]=[CH:16][C:17]([C:18]([O:20][CH2:21][CH3:22])=[O:19])=[C:13]2[N:12]=[CH:11][C:10]=1[C:23]([N:26]1[CH2:27][CH2:28][C:29]2([C:39]3[C:34](=[CH:35][CH:36]=[CH:37][CH:38]=3)[N:33]([C:40]([O:42][C:43]([CH3:46])([CH3:45])[CH3:44])=[O:41])[CH2:32]2)[CH2:30][CH2:31]1)=[O:24])[C:2]1[CH:7]=[CH:6][CH:5]=[CH:4][CH:3]=1, predict the reactants needed to synthesize it. The reactants are: [CH2:1]([NH:8][C:9]1[N:14]2[N:15]=[CH:16][C:17]([C:18]([O:20][CH2:21][CH3:22])=[O:19])=[C:13]2[N:12]=[CH:11][C:10]=1[C:23](O)=[O:24])[C:2]1[CH:7]=[CH:6][CH:5]=[CH:4][CH:3]=1.[NH:26]1[CH2:31][CH2:30][C:29]2([C:39]3[C:34](=[CH:35][CH:36]=[CH:37][CH:38]=3)[N:33]([C:40]([O:42][C:43]([CH3:46])([CH3:45])[CH3:44])=[O:41])[CH2:32]2)[CH2:28][CH2:27]1. (6) Given the product [C:1]([C:5]1[O:9][N:8]=[C:7]([NH:10][C:11]([NH:13][C:14]2[CH:15]=[CH:16][C:17]([C:20]3[N:21]=[C:22]4[N:26]([CH:27]=3)[C:25]3[CH:28]=[CH:29][C:30]([N:32]5[CH2:33][CH2:34][O:42][CH2:36][CH2:37]5)=[CH:31][C:24]=3[S:23]4)=[CH:18][CH:19]=2)=[O:12])[CH:6]=1)([CH3:2])([CH3:3])[CH3:4], predict the reactants needed to synthesize it. The reactants are: [C:1]([C:5]1[O:9][N:8]=[C:7]([NH:10][C:11]([NH:13][C:14]2[CH:19]=[CH:18][C:17]([C:20]3[N:21]=[C:22]4[N:26]([CH:27]=3)[C:25]3[CH:28]=[CH:29][C:30]([N:32]5[CH2:37][CH2:36]N(C)[CH2:34][CH2:33]5)=[CH:31][C:24]=3[S:23]4)=[CH:16][CH:15]=2)=[O:12])[CH:6]=1)([CH3:4])([CH3:3])[CH3:2].N1(C2C=CC3N=C(N)SC=3C=2)CC[O:42]CC1.CN1CCN(C2C=CC3N=C(N)SC=3C=2)CC1. (7) Given the product [CH2:2]1[C@H:1]([N:9]2[C:10](=[O:11])[NH:12][C:13](=[O:14])[CH:15]=[CH:16]2)[O:8][C@H:5]([CH2:6][OH:7])[C@H:3]1[OH:4].[OH:19][P:17]([O-:21])([OH:20])=[O:18].[K+:22], predict the reactants needed to synthesize it. The reactants are: [C@@H:1]1([N:9]2[CH:16]=[CH:15][C:13](=[O:14])[NH:12][C:10]2=[O:11])[O:8][C@H:5]([CH2:6][OH:7])[C@@H:3]([OH:4])[CH2:2]1.[P:17]([O-:21])([O-:20])([O-:19])=[O:18].[K+:22].[K+].[K+].